This data is from Catalyst prediction with 721,799 reactions and 888 catalyst types from USPTO. The task is: Predict which catalyst facilitates the given reaction. (1) Reactant: [CH2:1]([O:8][C:9]([N:11]([CH2:50][C:51]1[CH:56]=[CH:55][CH:54]=[C:53]([C:57]([F:60])([F:59])[F:58])[CH:52]=1)[C:12]1[C:17](=[O:18])[N:16]2[C@H:19]([C:34](N(C(OC(C)(C)C)=O)C3C=CC=CC=3)=[O:35])[CH2:20][C@:21]([CH2:23][C:24]([O:26][CH2:27][C:28]3[CH:33]=[CH:32][CH:31]=[CH:30][CH:29]=3)=[O:25])([CH3:22])[C:15]2=[N:14][CH:13]=1)=[O:10])[C:2]1[CH:7]=[CH:6][CH:5]=[CH:4][CH:3]=1.OO.[Li+].[OH-].[O-:65]S([O-])=O.[Na+].[Na+].Cl. Product: [CH2:1]([O:8][C:9]([N:11]([CH2:50][C:51]1[CH:56]=[CH:55][CH:54]=[C:53]([C:57]([F:60])([F:58])[F:59])[CH:52]=1)[C:12]1[C:17](=[O:18])[N:16]2[C@H:19]([C:34]([OH:35])=[O:65])[CH2:20][C@:21]([CH2:23][C:24]([O:26][CH2:27][C:28]3[CH:29]=[CH:30][CH:31]=[CH:32][CH:33]=3)=[O:25])([CH3:22])[C:15]2=[N:14][CH:13]=1)=[O:10])[C:2]1[CH:7]=[CH:6][CH:5]=[CH:4][CH:3]=1. The catalyst class is: 90. (2) Reactant: [CH2:1]([N:3]1[C:7]([C:8]2[CH:13]=[CH:12][N:11]=[CH:10][CH:9]=2)=[N:6][N:5]=[C:4]1[CH:14]=O)[CH3:2].Br.[Cl:17][C:18]1[CH:19]=[C:20]([N:24]2[N:28]=[N:27][C:26]([CH2:29]P(C3C=CC=CC=3)(C3C=CC=CC=3)C3C=CC=CC=3)=[N:25]2)[CH:21]=[CH:22][CH:23]=1.C1CCN2C(=NCCC2)CC1.O. Product: [Cl:17][C:18]1[CH:19]=[C:20]([N:24]2[N:28]=[N:27][C:26]([CH:29]=[CH:14][C:4]3[N:3]([CH2:1][CH3:2])[C:7]([C:8]4[CH:13]=[CH:12][N:11]=[CH:10][CH:9]=4)=[N:6][N:5]=3)=[N:25]2)[CH:21]=[CH:22][CH:23]=1. The catalyst class is: 9. (3) The catalyst class is: 96. Product: [Cl:8][C:9]1[CH:10]=[CH:11][C:12]([OH:23])=[C:13]([CH:14]=[CH:15][C:16]2[CH:17]=[CH:18][CH:19]=[CH:20][CH:21]=2)[CH:22]=1. Reactant: B(Br)(Br)Br.ClCCl.[Cl:8][C:9]1[CH:10]=[CH:11][C:12]([O:23]C)=[C:13]([CH:22]=1)[CH:14]=[CH:15][C:16]1[CH:21]=[CH:20][CH:19]=[CH:18][CH:17]=1. (4) Reactant: [Cl:1][C:2]1[CH:3]=[C:4]2[C:8](=[CH:9][CH:10]=1)[NH:7][C:6]([C:11]([OH:13])=O)=[CH:5]2.C(Cl)CCl.C1C=CC2N(O)N=NC=2C=1.Cl.[CH3:29][NH:30][O:31][CH3:32].CCN(C(C)C)C(C)C.C(=O)(O)[O-].[Na+]. Product: [Cl:1][C:2]1[CH:3]=[C:4]2[C:8](=[CH:9][CH:10]=1)[NH:7][C:6]([C:11]([N:30]([O:31][CH3:32])[CH3:29])=[O:13])=[CH:5]2. The catalyst class is: 9. (5) Reactant: [Br:1][C:2]1[C:3]([NH:24][S:25]([CH3:28])(=[O:27])=[O:26])=[CH:4][C:5]2[O:9][C:8]([C:10]3[CH:15]=[CH:14][C:13]([F:16])=[CH:12][C:11]=3[F:17])=[C:7]([C:18]([O:20]CC)=[O:19])[C:6]=2[CH:23]=1.[Li+].[OH-].Cl. Product: [Br:1][C:2]1[C:3]([NH:24][S:25]([CH3:28])(=[O:26])=[O:27])=[CH:4][C:5]2[O:9][C:8]([C:10]3[CH:15]=[CH:14][C:13]([F:16])=[CH:12][C:11]=3[F:17])=[C:7]([C:18]([OH:20])=[O:19])[C:6]=2[CH:23]=1. The catalyst class is: 38. (6) Reactant: [NH2:1][C:2]1[C:7]2=[C:8](Br)[CH:9]=[C:10]([CH2:11][N:12]3[CH2:17][CH2:16][N:15]([C:18]([O:20][C:21]([CH3:24])([CH3:23])[CH3:22])=[O:19])[CH2:14][CH2:13]3)[N:6]2[N:5]=[CH:4][N:3]=1.[CH3:26][O:27][C:28]1[C:36]2[S:35][C:34](B(O)O)=[CH:33][C:32]=2[CH:31]=[CH:30][CH:29]=1.C(=O)([O-])O.[Na+].C(OCC)(=O)C. Product: [NH2:1][C:2]1[C:7]2=[C:8]([C:34]3[S:35][C:36]4[C:28]([O:27][CH3:26])=[CH:29][CH:30]=[CH:31][C:32]=4[CH:33]=3)[CH:9]=[C:10]([CH2:11][N:12]3[CH2:17][CH2:16][N:15]([C:18]([O:20][C:21]([CH3:24])([CH3:23])[CH3:22])=[O:19])[CH2:14][CH2:13]3)[N:6]2[N:5]=[CH:4][N:3]=1. The catalyst class is: 149. (7) Reactant: [C:1]([C:4]1[CH:5]=[CH:6][C:7]([CH3:26])=[C:8]([C:10]2[N:15]=[C:14]3[N:16]([CH3:25])[C:17](=[O:24])[N:18]([CH2:19][C:20]([CH3:23])([CH3:22])[CH3:21])[C:13]3=[CH:12][CH:11]=2)[CH:9]=1)(=[O:3])[CH3:2].[BH4-].[Na+]. Product: [CH3:22][C:20]([CH3:21])([CH3:23])[CH2:19][N:18]1[C:13]2[C:14](=[N:15][C:10]([C:8]3[CH:9]=[C:4]([C@@H:1]([OH:3])[CH3:2])[CH:5]=[CH:6][C:7]=3[CH3:26])=[CH:11][CH:12]=2)[N:16]([CH3:25])[C:17]1=[O:24]. The catalyst class is: 5.